Dataset: Peptide-MHC class I binding affinity with 185,985 pairs from IEDB/IMGT. Task: Regression. Given a peptide amino acid sequence and an MHC pseudo amino acid sequence, predict their binding affinity value. This is MHC class I binding data. The peptide sequence is QLVESGGGL. The MHC is HLA-A02:06 with pseudo-sequence HLA-A02:06. The binding affinity (normalized) is 0.0323.